Dataset: Forward reaction prediction with 1.9M reactions from USPTO patents (1976-2016). Task: Predict the product of the given reaction. (1) Given the reactants [C:1]([C:4]1[CH:9]=[CH:8][C:7]([S:10](Cl)(=[O:12])=[O:11])=[CH:6][CH:5]=1)(=[O:3])[CH3:2].CCN(CC)CC.[NH:21]1[CH2:26][CH2:25][O:24][CH2:23][CH2:22]1, predict the reaction product. The product is: [N:21]1([S:10]([C:7]2[CH:8]=[CH:9][C:4]([C:1](=[O:3])[CH3:2])=[CH:5][CH:6]=2)(=[O:12])=[O:11])[CH2:26][CH2:25][O:24][CH2:23][CH2:22]1. (2) Given the reactants Cl[C:2]1[C:3]([NH:12][S:13]([C:16]2[CH:20]=[CH:19][N:18]([CH3:21])[N:17]=2)(=[O:15])=[O:14])=[N:4][C:5]2[C:10]([N:11]=1)=[CH:9][CH:8]=[CH:7][CH:6]=2.[NH2:22][C:23]1[CH:33]=[C:32]([O:34][CH3:35])[CH:31]=[C:30]([O:36][CH3:37])[C:24]=1[O:25][CH2:26][CH2:27][CH2:28][OH:29].N1C(C)=CC=CC=1C, predict the reaction product. The product is: [OH:29][CH2:28][CH2:27][CH2:26][O:25][C:24]1[C:30]([O:36][CH3:37])=[CH:31][C:32]([O:34][CH3:35])=[CH:33][C:23]=1[NH:22][C:2]1[C:3]([NH:12][S:13]([C:16]2[CH:20]=[CH:19][N:18]([CH3:21])[N:17]=2)(=[O:15])=[O:14])=[N:4][C:5]2[C:10]([N:11]=1)=[CH:9][CH:8]=[CH:7][CH:6]=2. (3) Given the reactants C[O:2][C:3]([C:5]1[CH:14]=[CH:13][C:12]2[C:7](=[CH:8][CH:9]=[C:10]([O:17][CH3:18])[C:11]=2[CH:15]=O)[CH:6]=1)=[O:4].Cl.Cl.[CH3:21][N:22]([CH3:31])[C:23]1[CH:30]=[CH:29][C:26]([CH2:27][NH2:28])=[CH:25][CH:24]=1, predict the reaction product. The product is: [CH3:21][N:22]([CH3:31])[C:23]1[CH:30]=[CH:29][C:26]([CH2:27][NH:28][CH2:15][C:11]2[C:10]([O:17][CH3:18])=[CH:9][CH:8]=[C:7]3[C:12]=2[CH:13]=[CH:14][C:5]([C:3]([OH:2])=[O:4])=[CH:6]3)=[CH:25][CH:24]=1. (4) Given the reactants [NH2:1][C@@H:2]([CH2:16][CH3:17])[C:3]([C:5]1[O:9][N:8]=[C:7]([C:10]2[CH:15]=[CH:14][CH:13]=[CH:12][CH:11]=2)[N:6]=1)=[O:4].[N:18]1([C:24](=[O:41])[CH2:25][CH:26]([CH2:30][S:31]([CH2:34][C:35]2[CH:40]=[CH:39][CH:38]=[CH:37][CH:36]=2)(=[O:33])=[O:32])[C:27](O)=[O:28])[CH2:23][CH2:22][O:21][CH2:20][CH2:19]1.C(Cl)CCl.C1C=CC2N(O)N=NC=2C=1.CN1CCOCC1.CC(OI1(OC(C)=O)(OC(C)=O)OC(=O)C2C=CC=CC1=2)=O.[O-]S([O-])(=S)=O.[Na+].[Na+], predict the reaction product. The product is: [N:18]1([C:24](=[O:41])[CH2:25][CH:26]([CH2:30][S:31]([CH2:34][C:35]2[CH:40]=[CH:39][CH:38]=[CH:37][CH:36]=2)(=[O:32])=[O:33])[C:27]([NH:1][C@H:2]([C:3]([C:5]2[O:9][N:8]=[C:7]([C:10]3[CH:15]=[CH:14][CH:13]=[CH:12][CH:11]=3)[N:6]=2)=[O:4])[CH2:16][CH3:17])=[O:28])[CH2:23][CH2:22][O:21][CH2:20][CH2:19]1. (5) Given the reactants [C:1]([O:5][C:6]([NH:8][CH:9]1[CH2:13][CH:12]([C:14](O)=[O:15])[CH:11]=[CH:10]1)=[O:7])([CH3:4])([CH3:3])[CH3:2].B.C1COCC1, predict the reaction product. The product is: [C:1]([O:5][C:6](=[O:7])[NH:8][C@H:9]1[CH2:13][C@@H:12]([CH2:14][OH:15])[CH:11]=[CH:10]1)([CH3:4])([CH3:2])[CH3:3]. (6) Given the reactants [CH3:1][O:2][C:3]1[CH:4]=[C:5]([CH2:13][CH2:14][C:15]([O:17]CC)=[O:16])[CH:6]=[CH:7][C:8]=1[O:9][CH2:10][CH:11]=[CH2:12].[OH-].[Na+], predict the reaction product. The product is: [CH3:1][O:2][C:3]1[CH:4]=[C:5]([CH2:13][CH2:14][C:15]([OH:17])=[O:16])[CH:6]=[CH:7][C:8]=1[O:9][CH2:10][CH:11]=[CH2:12]. (7) The product is: [Cl:1][C:2]1[N:7]=[C:6]([NH:10][C:11]2[CH:19]=[C:18]3[C:14]([CH:15]=[C:16]([C:20]([O:22][CH3:23])=[O:21])[NH:17]3)=[CH:13][CH:12]=2)[C:5]([F:9])=[CH:4][N:3]=1. Given the reactants [Cl:1][C:2]1[N:7]=[C:6](Cl)[C:5]([F:9])=[CH:4][N:3]=1.[NH2:10][C:11]1[CH:19]=[C:18]2[C:14]([CH:15]=[C:16]([C:20]([O:22][CH3:23])=[O:21])[NH:17]2)=[CH:13][CH:12]=1, predict the reaction product. (8) Given the reactants Br[C:2]1[C:10]2[C:6](=[C:7](/[C:12](/[CH2:16][CH2:17][CH3:18])=[CH:13]/[CH2:14][CH3:15])[N:8]([CH3:11])[N:9]=2)[CH:5]=[CH:4][CH:3]=1.[Cl:19][C:20]1[CH:25]=[C:24]([Cl:26])[CH:23]=[CH:22][C:21]=1B(O)O.COCCOC.C([O-])([O-])=O.[Na+].[Na+], predict the reaction product. The product is: [Cl:19][C:20]1[CH:25]=[C:24]([Cl:26])[CH:23]=[CH:22][C:21]=1[C:2]1[C:10]2[C:6](=[C:7](/[C:12](/[CH2:16][CH2:17][CH3:18])=[CH:13]/[CH2:14][CH3:15])[N:8]([CH3:11])[N:9]=2)[CH:5]=[CH:4][CH:3]=1.